The task is: Predict which catalyst facilitates the given reaction.. This data is from Catalyst prediction with 721,799 reactions and 888 catalyst types from USPTO. (1) Reactant: [Mg].[CH3:2][CH2:3][O:4][C:5]([C@H:7]1[CH2:11][CH2:10][C:9](=[O:12])[N:8]1[C:13]([O:15][C:16]([CH3:19])([CH3:18])[CH3:17])=[O:14])=[O:6].O.Br[C:22]1[CH:27]=[CH:26][C:25]([F:28])=[CH:24][C:23]=1[F:29]. Product: [C:16]([O:15][C:13]([NH:8][C@H:7]([CH2:11][CH2:10][C:9]([C:22]1[CH:27]=[CH:26][C:25]([F:28])=[CH:24][C:23]=1[F:29])=[O:12])[C:5]([O:4][CH2:3][CH3:2])=[O:6])=[O:14])([CH3:19])([CH3:18])[CH3:17]. The catalyst class is: 7. (2) Reactant: [Cl:1][C:2]1[CH:27]=[CH:26][C:5]([C:6]([NH:8][CH:9]([C:20]2[CH:25]=[CH:24][CH:23]=[CH:22][CH:21]=2)[CH2:10][CH2:11][NH:12]C(=O)OC(C)(C)C)=[O:7])=[CH:4][C:3]=1[NH:28][C:29]([C:31]1[C:51](=[O:52])[NH:50][C:34]2[N:35]=[C:36]([NH:39][CH2:40][CH2:41][CH2:42][N:43]3[CH2:48][CH2:47][N:46]([CH3:49])[CH2:45][CH2:44]3)[N:37]=[CH:38][C:33]=2[CH:32]=1)=[O:30].O1CCOCC1.Cl.[OH-].[Na+]. Product: [NH2:12][CH2:11][CH2:10][CH:9]([NH:8][C:6]([C:5]1[CH:26]=[CH:27][C:2]([Cl:1])=[C:3]([NH:28][C:29]([C:31]2[C:51](=[O:52])[NH:50][C:34]3[N:35]=[C:36]([NH:39][CH2:40][CH2:41][CH2:42][N:43]4[CH2:44][CH2:45][N:46]([CH3:49])[CH2:47][CH2:48]4)[N:37]=[CH:38][C:33]=3[CH:32]=2)=[O:30])[CH:4]=1)=[O:7])[C:20]1[CH:21]=[CH:22][CH:23]=[CH:24][CH:25]=1. The catalyst class is: 6. (3) Reactant: [Br:1][C:2]1[C:3]([N:20]2[CH2:25][CH2:24][N:23]([C:26](=[O:36])[CH2:27][NH:28]C(=O)OC(C)(C)C)[CH2:22][CH2:21]2)=[C:4]2[C:10]([NH:11][C:12](=[O:19])[C:13]3[CH:18]=[CH:17][CH:16]=[N:15][CH:14]=3)=[CH:9][NH:8][C:5]2=[N:6][CH:7]=1.C(O)(C(F)(F)F)=O. Product: [NH2:28][CH2:27][C:26]([N:23]1[CH2:22][CH2:21][N:20]([C:3]2[C:2]([Br:1])=[CH:7][N:6]=[C:5]3[NH:8][CH:9]=[C:10]([NH:11][C:12](=[O:19])[C:13]4[CH:18]=[CH:17][CH:16]=[N:15][CH:14]=4)[C:4]=23)[CH2:25][CH2:24]1)=[O:36]. The catalyst class is: 2. (4) Reactant: [CH2:1]([O:8][C@@H:9]1[C@@H:14]([O:15][CH2:16][C:17]2[CH:22]=[CH:21][CH:20]=[CH:19][CH:18]=2)[C@H:13]([O:23][CH2:24][C:25]2[CH:30]=[CH:29][CH:28]=[CH:27][CH:26]=2)[C@@H:12]([CH2:31][O:32][CH2:33][C:34]2[CH:39]=[CH:38][CH:37]=[CH:36][CH:35]=2)[O:11][CH:10]1[OH:40])[C:2]1[CH:7]=[CH:6][CH:5]=[CH:4][CH:3]=1.C(OC(=O)C)(=O)C.O. Product: [CH2:1]([O:8][C@@H:9]1[C@@H:14]([O:15][CH2:16][C:17]2[CH:22]=[CH:21][CH:20]=[CH:19][CH:18]=2)[C@H:13]([O:23][CH2:24][C:25]2[CH:26]=[CH:27][CH:28]=[CH:29][CH:30]=2)[C@@H:12]([CH2:31][O:32][CH2:33][C:34]2[CH:35]=[CH:36][CH:37]=[CH:38][CH:39]=2)[O:11][C:10]1=[O:40])[C:2]1[CH:7]=[CH:6][CH:5]=[CH:4][CH:3]=1. The catalyst class is: 16. (5) Reactant: CCN(C(C)C)C(C)C.[F:10][C:11]1[CH:16]=[CH:15][C:14]([C:17]2[O:21][N:20]=[C:19]([C:22]([OH:24])=O)[CH:18]=2)=[CH:13][CH:12]=1.C1(C2ON=C(C(O)=O)C=2)C=CC=CC=1.FC1C=CC(C(=O)C)=CC=1.C1C=CC2N(O)N=NC=2C=1.CCN=C=NCCCN(C)C.Cl.Cl.[NH2:72][CH2:73][C:74]([N:76]1[CH2:81][CH2:80][CH:79]([O:82][C:83]2[CH:84]=[N:85][CH:86]=[C:87]([Cl:89])[CH:88]=2)[CH2:78][CH2:77]1)=[O:75]. Product: [Cl:89][C:87]1[CH:88]=[C:83]([O:82][CH:79]2[CH2:78][CH2:77][N:76]([C:74](=[O:75])[CH2:73][NH:72][C:22]([C:19]3[CH:18]=[C:17]([C:14]4[CH:13]=[CH:12][C:11]([F:10])=[CH:16][CH:15]=4)[O:21][N:20]=3)=[O:24])[CH2:81][CH2:80]2)[CH:84]=[N:85][CH:86]=1. The catalyst class is: 18. (6) Reactant: [Cl:1][C:2]1[CH:7]=[C:6]([F:8])[CH:5]=[C:4]([Cl:9])[C:3]=1[N:10]1[CH:20]=[C:13]2[CH:14]=[N+:15]([O-])[CH:16]=[C:17]([F:18])[C:12]2=[N:11]1.P(Br)(Br)([Br:23])=O. Product: [Br:23][C:14]1[C:13]2=[CH:20][N:10]([C:3]3[C:2]([Cl:1])=[CH:7][C:6]([F:8])=[CH:5][C:4]=3[Cl:9])[N:11]=[C:12]2[C:17]([F:18])=[CH:16][N:15]=1. The catalyst class is: 279.